From a dataset of Forward reaction prediction with 1.9M reactions from USPTO patents (1976-2016). Predict the product of the given reaction. (1) Given the reactants [OH:1][C:2]1[CH:7]=[CH:6][N:5]2[N:8]=[C:9]([C:21]3[CH:26]=[CH:25][CH:24]=[CH:23][CH:22]=3)[C:10]([C:11]3[CH:12]=[CH:13][C:14](=[O:20])[N:15]([CH:17]([CH3:19])[CH3:18])[N:16]=3)=[C:4]2[CH:3]=1.[H-].[Na+].[CH2:29](Br)[C:30]1[CH:35]=[CH:34][CH:33]=[CH:32][CH:31]=1.O, predict the reaction product. The product is: [CH2:29]([O:1][C:2]1[CH:7]=[CH:6][N:5]2[N:8]=[C:9]([C:21]3[CH:22]=[CH:23][CH:24]=[CH:25][CH:26]=3)[C:10]([C:11]3[CH:12]=[CH:13][C:14](=[O:20])[N:15]([CH:17]([CH3:19])[CH3:18])[N:16]=3)=[C:4]2[CH:3]=1)[C:30]1[CH:35]=[CH:34][CH:33]=[CH:32][CH:31]=1. (2) Given the reactants [C:1]1([C:7](=O)[CH2:8][C:9]2[CH:13]=[CH:12][S:11][CH:10]=2)[CH:6]=[CH:5][CH:4]=[CH:3][CH:2]=1.[CH2:15]([O:17][C:18]1[CH:19]=[C:20]([CH:23]=[C:24]([N+:27]([O-:29])=[O:28])[C:25]=1[OH:26])[CH:21]=O)[CH3:16].[NH2:30][C:31]([NH2:33])=[O:32].Cl, predict the reaction product. The product is: [CH2:15]([O:17][C:18]1[CH:19]=[C:20]([CH:21]2[C:8]([C:9]3[CH:13]=[CH:12][S:11][CH:10]=3)=[C:7]([C:1]3[CH:6]=[CH:5][CH:4]=[CH:3][CH:2]=3)[NH:33][C:31](=[O:32])[NH:30]2)[CH:23]=[C:24]([N+:27]([O-:29])=[O:28])[C:25]=1[OH:26])[CH3:16]. (3) Given the reactants N1C2C=CC=CC=2N=N1.[CH3:10][C:11]1[CH:19]=[CH:18][C:14]([C:15](Cl)=[O:16])=[CH:13][CH:12]=1.[C:20]([NH:23][C@H:24]([C:27]([OH:29])=[O:28])[CH2:25][SH:26])(=[O:22])[CH3:21].CN1CCOCC1.Cl, predict the reaction product. The product is: [C:20]([NH:23][CH:24]([CH2:25][S:26][C:15](=[O:16])[C:14]1[CH:18]=[CH:19][C:11]([CH3:10])=[CH:12][CH:13]=1)[C:27]([OH:29])=[O:28])(=[O:22])[CH3:21]. (4) Given the reactants [F:1][C:2]1[CH:3]=[C:4]([CH2:9][C:10]([NH:12][C@H:13]([C:15]([OH:17])=O)[CH3:14])=[O:11])[CH:5]=[C:6]([F:8])[CH:7]=1.[NH2:18][CH:19]([C:24]1[N:25]=[C:26]([CH3:29])[S:27][CH:28]=1)[C:20]([O:22][CH3:23])=[O:21], predict the reaction product. The product is: [F:8][C:6]1[CH:5]=[C:4]([CH2:9][C:10]([NH:12][C@H:13]([C:15]([NH:18][CH:19]([C:24]2[N:25]=[C:26]([CH3:29])[S:27][CH:28]=2)[C:20]([O:22][CH3:23])=[O:21])=[O:17])[CH3:14])=[O:11])[CH:3]=[C:2]([F:1])[CH:7]=1. (5) Given the reactants [CH3:1][N:2]1[C:10]2[C:9]([C:11]([O:13][CH3:14])=[O:12])=[CH:8][NH:7][C:6](=O)[C:5]=2[CH:4]=[C:3]1[CH3:16].P(Cl)(Cl)([Cl:19])=O, predict the reaction product. The product is: [Cl:19][C:6]1[C:5]2[CH:4]=[C:3]([CH3:16])[N:2]([CH3:1])[C:10]=2[C:9]([C:11]([O:13][CH3:14])=[O:12])=[CH:8][N:7]=1. (6) Given the reactants [CH3:1][C:2]1[N:7]=[C:6]([C:8]([N:10]2[C@H:16]([CH2:17][NH2:18])[CH2:15][C@@H:14]3[C@@H:12]([CH2:13]3)[CH2:11]2)=[O:9])[C:5]([C:19]2[N:24]=[CH:23][CH:22]=[CH:21][N:20]=2)=[CH:4][CH:3]=1.Br[C:26]1[CH:31]=[N:30][C:29]([C:32]([F:35])([F:34])[F:33])=[CH:28][N:27]=1.C(=O)([O-])[O-].[Na+].[Na+], predict the reaction product. The product is: [CH3:1][C:2]1[N:7]=[C:6]([C:8]([N:10]2[C@H:16]([CH2:17][NH:18][C:26]3[CH:31]=[N:30][C:29]([C:32]([F:35])([F:34])[F:33])=[CH:28][N:27]=3)[CH2:15][C@@H:14]3[C@@H:12]([CH2:13]3)[CH2:11]2)=[O:9])[C:5]([C:19]2[N:24]=[CH:23][CH:22]=[CH:21][N:20]=2)=[CH:4][CH:3]=1. (7) Given the reactants [C:1]([C:3]([C:11]1[C:19]2[C:14](=[CH:15][CH:16]=[C:17]([OH:20])[CH:18]=2)[N:13](C(OC(C)(C)C)=O)[CH:12]=1)=[CH:4][C:5]1[CH:6]=[N:7][CH:8]=[CH:9][CH:10]=1)#[N:2].[CH:28](I)([CH3:30])[CH3:29].C(=O)([O-])[O-].[K+].[K+].C[O-].[Na+], predict the reaction product. The product is: [CH:28]([O:20][C:17]1[CH:18]=[C:19]2[C:14](=[CH:15][CH:16]=1)[NH:13][CH:12]=[C:11]2/[C:3](=[CH:4]/[C:5]1[CH:6]=[N:7][CH:8]=[CH:9][CH:10]=1)/[C:1]#[N:2])([CH3:30])[CH3:29]. (8) Given the reactants Br[CH:2]1[CH2:6][CH2:5][N:4]([C:7]2[CH:8]=[N:9][N:10]([C:15]3[CH:20]=[CH:19][C:18]([Cl:21])=[CH:17][CH:16]=3)[C:11]=2[CH:12]([CH3:14])[CH3:13])[C:3]1=[O:22].[Cl:23][C:24]1[C:25]([CH3:33])=[N:26][NH:27][C:28]=1[C:29]([F:32])([F:31])[F:30].C([O-])([O-])=O.[K+].[K+], predict the reaction product. The product is: [Cl:23][C:24]1[C:28]([C:29]([F:31])([F:30])[F:32])=[N:27][N:26]([CH:2]2[CH2:6][CH2:5][N:4]([C:7]3[CH:8]=[N:9][N:10]([C:15]4[CH:20]=[CH:19][C:18]([Cl:21])=[CH:17][CH:16]=4)[C:11]=3[CH:12]([CH3:14])[CH3:13])[C:3]2=[O:22])[C:25]=1[CH3:33]. (9) Given the reactants C[O:2][C:3](=[O:25])[CH2:4][C:5]1[CH:6]=[C:7]([C:13]2[CH:18]=[CH:17][C:16]([C:19]([F:22])([F:21])[F:20])=[CH:15][C:14]=2[CH:23]=O)[C:8]([O:11][CH3:12])=[CH:9][CH:10]=1.[CH:26]1([NH2:30])[CH2:29][CH2:28][CH2:27]1.[C:31](Cl)(=[O:33])[CH3:32], predict the reaction product. The product is: [C:31]([N:30]([CH2:23][C:14]1[CH:15]=[C:16]([C:19]([F:22])([F:21])[F:20])[CH:17]=[CH:18][C:13]=1[C:7]1[C:8]([O:11][CH3:12])=[CH:9][CH:10]=[C:5]([CH2:4][C:3]([OH:25])=[O:2])[CH:6]=1)[CH:26]1[CH2:29][CH2:28][CH2:27]1)(=[O:33])[CH3:32]. (10) Given the reactants [CH2:1]([C@H:8]1[N:13]([C:14]([C:16]2[CH:20]=[C:19]([CH3:21])[N:18]([C:22]3[CH:27]=[CH:26][CH:25]=[C:24]([OH:28])[CH:23]=3)[C:17]=2[C:29]2[CH:34]=[CH:33][CH:32]=[CH:31][CH:30]=2)=[O:15])[CH2:12][CH2:11][N:10]([C:35]([O:37][C:38]([CH3:41])([CH3:40])[CH3:39])=[O:36])[CH2:9]1)[C:2]1[CH:7]=[CH:6][CH:5]=[CH:4][CH:3]=1.CCOC(/N=N/C(OCC)=O)=O.O[CH2:55][CH2:56][N:57]1[CH2:61][CH2:60][NH:59][C:58]1=[O:62].C1(P(C2C=CC=CC=2)C2C=CC=CC=2)C=CC=CC=1, predict the reaction product. The product is: [CH2:1]([C@H:8]1[N:13]([C:14]([C:16]2[CH:20]=[C:19]([CH3:21])[N:18]([C:22]3[CH:27]=[CH:26][CH:25]=[C:24]([O:28][CH2:55][CH2:56][N:57]4[CH2:61][CH2:60][NH:59][C:58]4=[O:62])[CH:23]=3)[C:17]=2[C:29]2[CH:34]=[CH:33][CH:32]=[CH:31][CH:30]=2)=[O:15])[CH2:12][CH2:11][N:10]([C:35]([O:37][C:38]([CH3:41])([CH3:40])[CH3:39])=[O:36])[CH2:9]1)[C:2]1[CH:7]=[CH:6][CH:5]=[CH:4][CH:3]=1.